From a dataset of Forward reaction prediction with 1.9M reactions from USPTO patents (1976-2016). Predict the product of the given reaction. (1) Given the reactants C(N(CC)CC)C.[C:8](Cl)(=[O:10])[CH3:9].[CH2:12]([N:19]1[CH2:24][CH2:23][C:22]([CH2:37][NH2:38])([N:25]2[CH2:30][CH2:29][N:28]([C:31]3[CH:36]=[CH:35][N:34]=[CH:33][CH:32]=3)[CH2:27][CH2:26]2)[CH2:21][CH2:20]1)[C:13]1[CH:18]=[CH:17][CH:16]=[CH:15][CH:14]=1.O, predict the reaction product. The product is: [CH2:12]([N:19]1[CH2:24][CH2:23][C:22]([CH2:37][NH:38][C:8](=[O:10])[CH3:9])([N:25]2[CH2:26][CH2:27][N:28]([C:31]3[CH:36]=[CH:35][N:34]=[CH:33][CH:32]=3)[CH2:29][CH2:30]2)[CH2:21][CH2:20]1)[C:13]1[CH:18]=[CH:17][CH:16]=[CH:15][CH:14]=1. (2) Given the reactants Cl.[C:2]1([N:8]([CH2:10][C:11]([O:13][CH2:14][CH3:15])=[O:12])N)[CH:7]=[CH:6][CH:5]=[CH:4][CH:3]=1.O=[C:17]1[CH2:22][CH2:21][CH:20]([C:23]([OH:25])=[O:24])[CH2:19][CH2:18]1, predict the reaction product. The product is: [CH2:14]([O:13][C:11]([CH2:10][N:8]1[C:17]2[CH2:22][CH2:21][CH:20]([C:23]([OH:25])=[O:24])[CH2:19][C:18]=2[C:7]2[C:2]1=[CH:3][CH:4]=[CH:5][CH:6]=2)=[O:12])[CH3:15]. (3) Given the reactants [F:1][C:2]1[C:3]([NH:16][C:17]2[CH:22]=[CH:21][C:20]([CH:23]=C)=[CH:19][C:18]=2[F:25])=[C:4]([CH:12]=[CH:13][C:14]=1[F:15])[C:5]([NH:7][O:8][CH2:9][CH2:10][OH:11])=[O:6].CC(C)=[O:28].C(=O)=O.[BH4-].[Na+], predict the reaction product. The product is: [F:1][C:2]1[C:3]([NH:16][C:17]2[CH:22]=[CH:21][C:20]([CH2:23][OH:28])=[CH:19][C:18]=2[F:25])=[C:4]([CH:12]=[CH:13][C:14]=1[F:15])[C:5]([NH:7][O:8][CH2:9][CH2:10][OH:11])=[O:6]. (4) Given the reactants Br[C:2]1[CH:3]=[C:4]2[C:8](=[CH:9][CH:10]=1)[NH:7][C:6]([C:11]([N:13]1[CH2:18][CH2:17][CH2:16][C@H:15]([CH3:19])[CH2:14]1)=[O:12])=[C:5]2[CH3:20].[OH-].[Na+], predict the reaction product. The product is: [CH3:20][C:5]1[C:4]2[C:8](=[CH:9][CH:10]=[CH:2][CH:3]=2)[NH:7][C:6]=1[C:11]([N:13]1[CH2:18][CH2:17][CH2:16][C@H:15]([CH3:19])[CH2:14]1)=[O:12].